The task is: Predict the reactants needed to synthesize the given product.. This data is from Full USPTO retrosynthesis dataset with 1.9M reactions from patents (1976-2016). The reactants are: [C:1]([O:5][C:6](=[O:25])[NH:7][CH2:8][C:9]1[CH:24]=[CH:23][C:12]2[N:13]([CH2:18][CH2:19][CH:20]([CH3:22])[CH3:21])[C:14]([CH2:16]O)=[N:15][C:11]=2[CH:10]=1)([CH3:4])([CH3:3])[CH3:2].S(Cl)([Cl:28])=O. Given the product [C:1]([O:5][C:6](=[O:25])[NH:7][CH2:8][C:9]1[CH:24]=[CH:23][C:12]2[N:13]([CH2:18][CH2:19][CH:20]([CH3:22])[CH3:21])[C:14]([CH2:16][Cl:28])=[N:15][C:11]=2[CH:10]=1)([CH3:4])([CH3:3])[CH3:2], predict the reactants needed to synthesize it.